From a dataset of Peptide-MHC class II binding affinity with 134,281 pairs from IEDB. Regression. Given a peptide amino acid sequence and an MHC pseudo amino acid sequence, predict their binding affinity value. This is MHC class II binding data. The peptide sequence is RWQVVAPQLPDDLMI. The MHC is DRB1_1001 with pseudo-sequence DRB1_1001. The binding affinity (normalized) is 0.469.